From a dataset of Forward reaction prediction with 1.9M reactions from USPTO patents (1976-2016). Predict the product of the given reaction. The product is: [F:42][C:41]([F:44])([F:43])[C:39]([OH:45])=[O:40].[NH2:31][C@H:7]([CH:1]1[CH2:6][CH2:5][CH2:4][CH2:3][CH2:2]1)[C:8]([NH:9][C:10]1[CH:11]=[C:12]2[C:28](=[O:29])[NH:27][N:26]=[CH:25][C:14]3=[C:15]([C:19]4[CH:24]=[CH:23][CH:22]=[CH:21][CH:20]=4)[NH:16][C:17]([CH:18]=1)=[C:13]23)=[O:30]. Given the reactants [CH:1]1([C@@H:7]([NH:31]C(=O)OC(C)(C)C)[C:8](=[O:30])[NH:9][C:10]2[CH:11]=[C:12]3[C:28](=[O:29])[NH:27][N:26]=[CH:25][C:14]4=[C:15]([C:19]5[CH:24]=[CH:23][CH:22]=[CH:21][CH:20]=5)[NH:16][C:17]([CH:18]=2)=[C:13]34)[CH2:6][CH2:5][CH2:4][CH2:3][CH2:2]1.[C:39]([OH:45])([C:41]([F:44])([F:43])[F:42])=[O:40].C(Cl)Cl, predict the reaction product.